Dataset: Full USPTO retrosynthesis dataset with 1.9M reactions from patents (1976-2016). Task: Predict the reactants needed to synthesize the given product. (1) Given the product [Br:36][C:12]1[C:13](=[O:28])[CH2:14][CH2:15][C:16]2[C:11]=1[CH2:10][CH2:9][C@@H:8]1[C:17]=2[C@@H:18]([C:20]2[CH:21]=[CH:22][C:23]([CH:24]=[O:25])=[CH:26][CH:27]=2)[CH2:19][C@@:3]2([CH3:4])[C@H:5]1[CH2:6][CH2:7][C@@H:2]2[OH:1], predict the reactants needed to synthesize it. The reactants are: [OH:1][C@H:2]1[CH2:7][CH2:6][C@H:5]2[C@H:8]3[C:17]([C@@H:18]([C:20]4[CH:27]=[CH:26][C:23]([CH:24]=[O:25])=[CH:22][CH:21]=4)[CH2:19][C@:3]12[CH3:4])=[C:16]1[C:11](=[CH:12][C:13](=[O:28])[CH2:14][CH2:15]1)[CH2:10][CH2:9]3.C1C(=O)N([Br:36])C(=O)C1. (2) Given the product [CH:1]1[C:10]2[C:5](=[CH:6][CH:7]=[CH:8][CH:9]=2)[CH:4]=[CH:3][C:2]=1[O:11][C:12]1[CH:17]=[CH:16][C:15]([NH2:18])=[CH:14][CH:13]=1, predict the reactants needed to synthesize it. The reactants are: [CH:1]1[C:10]2[C:5](=[CH:6][CH:7]=[CH:8][CH:9]=2)[CH:4]=[CH:3][C:2]=1[O:11][C:12]1[CH:17]=[CH:16][C:15]([N+:18]([O-])=O)=[CH:14][CH:13]=1. (3) Given the product [Br:1][C:2]1[CH:3]=[C:4]([C:5]([C:7]2[CH:12]=[CH:11][CH:10]=[CH:9][CH:8]=2)=[CH:24][C:25]2[C:26]3[C:27]([C:28]([CH:29]=[C:30]([C:31]4[CH:10]=[CH:9][CH:8]=[CH:39][CH:32]=4)[C:50]4[CH:48]=[CH:51][CH:3]=[C:2]([Br:1])[CH:15]=4)=[C:37]4[C:38]=2[CH:33]=[CH:34][CH:35]=[CH:36]4)=[CH:13][CH:4]=[CH:5][CH:7]=3)[CH:13]=[CH:14][CH:15]=1, predict the reactants needed to synthesize it. The reactants are: [Br:1][C:2]1[CH:3]=[C:4]([CH:13]=[CH:14][CH:15]=1)[C:5]([C:7]1[CH:12]=[CH:11][CH:10]=[CH:9][CH:8]=1)=O.C(OP([CH2:24][C:25]1[C:26]2[C:31]([C:32]([CH2:39]P(OCC)(OCC)=O)=[C:33]3[C:38]=1[CH:37]=[CH:36][CH:35]=[CH:34]3)=[CH:30][CH:29]=[CH:28][CH:27]=2)(OCC)=O)C.[C:48](O[K])([CH3:51])([CH3:50])C.S(=O)(=O)(O)O. (4) Given the product [CH3:27][N:10]1[C:11]2[CH:12]=[N:13][C:14]3[CH:15]=[CH:16][C:17]([C:21]4[CH:22]=[N:23][CH:24]=[CH:25][CH:26]=4)=[CH:18][C:19]=3[C:20]=2[N:8]([C:5]2[CH:6]=[N:7][C:2]([N:33]3[CH2:34][CH2:35][N:30]([CH3:29])[CH2:31][CH2:32]3)=[CH:3][CH:4]=2)[C:9]1=[O:28], predict the reactants needed to synthesize it. The reactants are: Cl[C:2]1[N:7]=[CH:6][C:5]([N:8]2[C:20]3[C:19]4[CH:18]=[C:17]([C:21]5[CH:22]=[N:23][CH:24]=[CH:25][CH:26]=5)[CH:16]=[CH:15][C:14]=4[N:13]=[CH:12][C:11]=3[N:10]([CH3:27])[C:9]2=[O:28])=[CH:4][CH:3]=1.[CH3:29][N:30]1[CH2:35][CH2:34][NH:33][CH2:32][CH2:31]1. (5) Given the product [F:1][C:2]1[CH:33]=[CH:32][C:5]([CH2:6][C:7]2[CH:8]=[C:9]([CH:27]=[CH:28][C:29]=2[O:30][CH3:31])[CH2:10][C:11]2[C:12]([CH3:26])=[CH:13][C:14]([NH2:18])=[CH:15][C:16]=2[CH3:17])=[CH:4][CH:3]=1, predict the reactants needed to synthesize it. The reactants are: [F:1][C:2]1[CH:33]=[CH:32][C:5]([CH2:6][C:7]2[CH:8]=[C:9]([CH:27]=[CH:28][C:29]=2[O:30][CH3:31])[CH2:10][C:11]2[C:16]([CH3:17])=[CH:15][C:14]([NH:18]C(=O)OC(C)(C)C)=[CH:13][C:12]=2[CH3:26])=[CH:4][CH:3]=1.